Task: Predict the reaction yield, written as a fraction of the theoretical maximum amount of product (1.0 means a 100% yield; for example, 0.34 means a 34% yield).. Dataset: Reaction yield outcomes from USPTO patents with 853,638 reactions (1) The reactants are [I:1][C:2]1[NH:6][C:5]([C@@H:7]2[CH2:11][CH2:10][C@H:9]([CH3:12])[N:8]2[C:13]([O:15]C(C)(C)C)=O)=[N:4][CH:3]=1.Cl.[CH3:21][O:22][C:23]([NH:25][C@@H:26]([CH:30]([CH3:32])[CH3:31])C(O)=O)=O.[CH3:33]N(C(ON1N=NC2C=CC=NC1=2)=[N+](C)C)C.F[P-](F)(F)(F)(F)F.C(N(C(C)C)CC)(C)C. The catalyst is ClCCl. The product is [I:1][C:2]1[NH:6][C:5]([C@@H:7]2[CH2:11][CH2:10][C@H:9]([CH3:12])[N:8]2[C:13](=[O:15])[C@@H:26]([NH:25][C:23]([O:22][CH3:21])=[CH2:33])[CH:30]([CH3:32])[CH3:31])=[N:4][CH:3]=1. The yield is 0.940. (2) The reactants are [F:1][C:2]1[C:3]([CH2:29][CH2:30][C:31]2[S:32][CH:33]=[C:34]([CH:36]([CH3:38])[CH3:37])[N:35]=2)=[CH:4][C:5]2[N:6]([CH:28]=1)[C:7](=[O:27])[C:8](/[CH:18]=[CH:19]/[C:20]([O:22]C(C)(C)C)=[O:21])=[C:9]([N:11]1[CH2:16][CH2:15][CH2:14][CH:13]([OH:17])[CH2:12]1)[N:10]=2. The catalyst is Cl.O1CCOCC1. The product is [F:1][C:2]1[C:3]([CH2:29][CH2:30][C:31]2[S:32][CH:33]=[C:34]([CH:36]([CH3:38])[CH3:37])[N:35]=2)=[CH:4][C:5]2[N:6]([CH:28]=1)[C:7](=[O:27])[C:8](/[CH:18]=[CH:19]/[C:20]([OH:22])=[O:21])=[C:9]([N:11]1[CH2:16][CH2:15][CH2:14][CH:13]([OH:17])[CH2:12]1)[N:10]=2. The yield is 0.910. (3) The reactants are Br[CH:2]1[CH2:7][CH:6]([CH3:8])[O:5][CH2:4][C:3]1=O.BrC1COC(C)CC1=O.Cl.[C:20]([C:23]1[C:24]([CH3:34])=[CH:25][C:26]([CH3:33])=[C:27]([CH:32]=1)[C:28]([O:30][CH3:31])=[O:29])(=[NH:22])[NH2:21].C(=O)([O-])[O-].[K+].[K+]. The catalyst is C(#N)C. The product is [CH3:33][C:26]1[CH:25]=[C:24]([CH3:34])[C:23]([C:20]2[NH:21][C:3]3[CH2:4][O:5][CH:6]([CH3:8])[CH2:7][C:2]=3[N:22]=2)=[CH:32][C:27]=1[C:28]([O:30][CH3:31])=[O:29]. The yield is 0.0900. (4) The reactants are [CH3:1][S:2](Cl)(=[O:4])=[O:3].[O:6]1[CH2:10][C@H:9]([OH:11])[C@H:8]([OH:12])[CH2:7]1.CCN(CC)CC. The catalyst is C(Cl)Cl. The product is [CH3:1][S:2]([O:12][C@H:8]1[C@@H:9]([O:11][S:2]([CH3:1])(=[O:4])=[O:3])[CH2:10][O:6][CH2:7]1)(=[O:4])=[O:3]. The yield is 1.00. (5) The reactants are Br[C:2]1[CH:7]=[CH:6][C:5]([Br:8])=[CH:4][C:3]=1[S:9]([OH:12])(=[O:11])=[O:10].[Na].[CH3:14][C:15](N(C)C)=O. The catalyst is [Cu].O. The product is [Br:8][C:5]1[CH:4]=[C:3]([S:9]([OH:12])(=[O:11])=[O:10])[C:2]([C:2]2[C:3]([S:9]([OH:12])(=[O:11])=[O:10])=[CH:4][C:5]([Br:8])=[CH:14][CH:15]=2)=[CH:7][CH:6]=1. The yield is 0.860. (6) The reactants are Cl[C:2]1[C:23]([O:24][CH3:25])=[CH:22][C:5]([C:6]([NH:8][S:9]([C:12]2[CH:17]=[CH:16][CH:15]=[CH:14][C:13]=2[S:18](=[O:21])(=[O:20])[NH2:19])(=[O:11])=[O:10])=[O:7])=[CH:4][N:3]=1.[C:26]([CH:28]1[CH2:32][CH2:31][CH2:30][CH2:29]1)#[CH:27]. No catalyst specified. The product is [CH:28]1([C:26]#[C:27][C:2]2[C:23]([O:24][CH3:25])=[CH:22][C:5]([C:6]([NH:8][S:9]([C:12]3[CH:17]=[CH:16][CH:15]=[CH:14][C:13]=3[S:18](=[O:21])(=[O:20])[NH2:19])(=[O:11])=[O:10])=[O:7])=[CH:4][N:3]=2)[CH2:32][CH2:31][CH2:30][CH2:29]1. The yield is 0.340.